Dataset: Full USPTO retrosynthesis dataset with 1.9M reactions from patents (1976-2016). Task: Predict the reactants needed to synthesize the given product. (1) Given the product [Cl:1][C:2]1[CH:3]=[C:4]([C:29]2[CH:34]=[CH:33][C:32]([F:35])=[C:31]([OH:36])[CH:30]=2)[CH:5]=[CH:6][C:7]=1[CH:8]([CH3:28])[C:9]([C:15]1[CH:16]=[C:17]([F:27])[C:18]2[O:23][CH2:22][C:21](=[O:24])[N:20]([CH3:25])[C:19]=2[CH:26]=1)([OH:14])[C:10]([F:13])([F:11])[F:12], predict the reactants needed to synthesize it. The reactants are: [Cl:1][C:2]1[CH:3]=[C:4]([C:29]2[CH:34]=[CH:33][C:32]([F:35])=[C:31]([O:36]C)[CH:30]=2)[CH:5]=[CH:6][C:7]=1[CH:8]([CH3:28])[C:9]([C:15]1[CH:16]=[C:17]([F:27])[C:18]2[O:23][CH2:22][C:21](=[O:24])[N:20]([CH3:25])[C:19]=2[CH:26]=1)([OH:14])[C:10]([F:13])([F:12])[F:11].B(Br)(Br)Br. (2) Given the product [I:9][C:10]1[S:11][C:12]([C:18](=[O:21])[CH2:19][CH3:20])=[CH:13][CH:14]=1, predict the reactants needed to synthesize it. The reactants are: C([N-]C(C)C)(C)C.[Li+].[I:9][C:10]1[S:11][CH:12]=[CH:13][CH:14]=1.CON(C)[C:18](=[O:21])[CH2:19][CH3:20].